Dataset: NCI-60 drug combinations with 297,098 pairs across 59 cell lines. Task: Regression. Given two drug SMILES strings and cell line genomic features, predict the synergy score measuring deviation from expected non-interaction effect. (1) Drug 1: COC1=C(C=C2C(=C1)N=CN=C2NC3=CC(=C(C=C3)F)Cl)OCCCN4CCOCC4. Drug 2: CN(CCCl)CCCl.Cl. Cell line: K-562. Synergy scores: CSS=24.8, Synergy_ZIP=-3.64, Synergy_Bliss=4.27, Synergy_Loewe=5.27, Synergy_HSA=5.29. (2) Drug 1: CNC(=O)C1=CC=CC=C1SC2=CC3=C(C=C2)C(=NN3)C=CC4=CC=CC=N4. Drug 2: C1=CC(=C2C(=C1NCCNCCO)C(=O)C3=C(C=CC(=C3C2=O)O)O)NCCNCCO. Cell line: T-47D. Synergy scores: CSS=44.9, Synergy_ZIP=9.49, Synergy_Bliss=11.8, Synergy_Loewe=-5.52, Synergy_HSA=11.4. (3) Drug 1: CC12CCC3C(C1CCC2O)C(CC4=C3C=CC(=C4)O)CCCCCCCCCS(=O)CCCC(C(F)(F)F)(F)F. Drug 2: CCCCCOC(=O)NC1=NC(=O)N(C=C1F)C2C(C(C(O2)C)O)O. Cell line: CCRF-CEM. Synergy scores: CSS=-9.61, Synergy_ZIP=5.68, Synergy_Bliss=5.94, Synergy_Loewe=-15.3, Synergy_HSA=-14.3. (4) Drug 1: CCN(CC)CCNC(=O)C1=C(NC(=C1C)C=C2C3=C(C=CC(=C3)F)NC2=O)C. Drug 2: C1CN(CCN1C(=O)CCBr)C(=O)CCBr. Cell line: MCF7. Synergy scores: CSS=17.4, Synergy_ZIP=-4.81, Synergy_Bliss=1.20, Synergy_Loewe=3.65, Synergy_HSA=3.94.